This data is from Reaction yield outcomes from USPTO patents with 853,638 reactions. The task is: Predict the reaction yield, written as a fraction of the theoretical maximum amount of product (1.0 means a 100% yield; for example, 0.34 means a 34% yield). (1) The reactants are Br[C:2]1[CH:3]=[C:4]2[C:9](=[C:10]([O:12]COCC[Si](C)(C)C)[CH:11]=1)[N:8]=[CH:7][N:6](COCC[Si](C)(C)C)[C:5]2=[O:29].[CH3:30][C:31]1[CH:40]=[CH:39][C:38]([CH3:41])=[C:37]2[C:32]=1[CH2:33][CH2:34][C:35](B(O)O)=[CH:36]2.C(=O)([O-])[O-].[K+].[K+]. The catalyst is C1C=CC(P(C2C=CC=CC=2)C2C=CC=CC=2)=CC=1.C1C=CC(P(C2C=CC=CC=2)C2C=CC=CC=2)=CC=1.C1C=CC(P(C2C=CC=CC=2)C2C=CC=CC=2)=CC=1.C1C=CC(P(C2C=CC=CC=2)C2C=CC=CC=2)=CC=1.[Pd].C1(C)C=CC=CC=1. The product is [CH3:41][C:38]1[CH:39]=[CH:40][C:31]([CH3:30])=[C:32]2[C:37]=1[CH2:36][CH2:35][C:34]([C:2]1[CH:3]=[C:4]3[C:9](=[C:10]([OH:12])[CH:11]=1)[N:8]=[CH:7][NH:6][C:5]3=[O:29])=[CH:33]2. The yield is 0.830. (2) The reactants are Br[C:2]1[N:6]2[N:7]=[CH:8][C:9]([C:11]([F:14])([F:13])[F:12])=[N:10][C:5]2=[N:4][CH:3]=1.[C:15]([C:17]1[CH:22]=[CH:21][CH:20]=[CH:19][C:18]=1[C:23]1[CH:28]=[CH:27][CH:26]=[C:25](B(O)O)[C:24]=1[F:32])#[N:16]. No catalyst specified. The product is [F:32][C:24]1[C:25]([C:2]2[N:6]3[N:7]=[CH:8][C:9]([C:11]([F:14])([F:13])[F:12])=[N:10][C:5]3=[N:4][CH:3]=2)=[CH:26][CH:27]=[CH:28][C:23]=1[C:18]1[C:17]([C:15]#[N:16])=[CH:22][CH:21]=[CH:20][CH:19]=1. The yield is 0.150. (3) The reactants are [Br:1][C:2]1[N:3]=[C:4]2[C:10]([C:11]([NH:13][C:14]([CH3:17])([CH3:16])[CH3:15])=[O:12])=[CH:9][N:8](COCC[Si](C)(C)C)[C:5]2=[N:6][CH:7]=1.FC(F)(F)C(O)=O. The catalyst is ClCCl.CO.[OH-].[NH4+]. The product is [Br:1][C:2]1[N:3]=[C:4]2[C:10]([C:11]([NH:13][C:14]([CH3:17])([CH3:16])[CH3:15])=[O:12])=[CH:9][NH:8][C:5]2=[N:6][CH:7]=1. The yield is 0.770. (4) The reactants are [CH2:1]([N:3]1[C:11]2[C:6](=[CH:7][CH:8]=[C:9]([O:12][CH3:13])[CH:10]=2)[C:5]([C:14]#[N:15])=[C:4]1[Sn](CCCC)(CCCC)CCCC)[CH3:2].I[C:30]1[CH:31]=[C:32]([OH:36])[CH:33]=[CH:34][CH:35]=1.C1COCC1.CCOCC. The catalyst is CCOC(C)=O.Cl[Pd](Cl)([P](C1C=CC=CC=1)(C1C=CC=CC=1)C1C=CC=CC=1)[P](C1C=CC=CC=1)(C1C=CC=CC=1)C1C=CC=CC=1.[Cu]I. The product is [CH2:1]([N:3]1[C:11]2[C:6](=[CH:7][CH:8]=[C:9]([O:12][CH3:13])[CH:10]=2)[C:5]([C:14]#[N:15])=[C:4]1[C:30]1[CH:35]=[CH:34][CH:33]=[C:32]([OH:36])[CH:31]=1)[CH3:2]. The yield is 0.720. (5) The reactants are [OH:1][C@@H:2]([CH2:6][C:7]1[CH:12]=[CH:11][C:10]([OH:13])=[CH:9][CH:8]=1)[C:3]([OH:5])=[O:4].[C:14](=O)([O-])[O-].[K+].[K+].[CH2:20](Cl)[C:21]1C=CC=CC=1. The catalyst is CCO. The product is [CH2:20]([O:4][C:3](=[O:5])[C@@H:2]([O:1][CH3:14])[CH2:6][C:7]1[CH:8]=[CH:9][C:10]([OH:13])=[CH:11][CH:12]=1)[CH3:21]. The yield is 0.760.